This data is from Full USPTO retrosynthesis dataset with 1.9M reactions from patents (1976-2016). The task is: Predict the reactants needed to synthesize the given product. (1) Given the product [F:13][C:14]1[CH:15]=[C:16]([CH:19]=[CH:20][CH:21]=1)[CH2:17][O:1][C:2]1[CH:9]=[CH:8][C:7]([N+:10]([O-:12])=[O:11])=[CH:6][C:3]=1[CH:4]=[O:5], predict the reactants needed to synthesize it. The reactants are: [OH:1][C:2]1[CH:9]=[CH:8][C:7]([N+:10]([O-:12])=[O:11])=[CH:6][C:3]=1[CH:4]=[O:5].[F:13][C:14]1[CH:15]=[C:16]([CH:19]=[CH:20][CH:21]=1)[CH2:17]Br. (2) Given the product [CH2:19]([O:18][C:16](=[O:17])[NH:15][CH2:14][CH:10]1[CH2:11][CH2:12][CH2:13][CH:8]([NH2:7])[CH2:9]1)[C:20]1[CH:21]=[CH:22][CH:23]=[CH:24][CH:25]=1, predict the reactants needed to synthesize it. The reactants are: C(OC(=O)[NH:7][CH:8]1[CH2:13][CH2:12][CH2:11][CH:10]([CH2:14][NH:15][C:16]([O:18][CH2:19][C:20]2[CH:25]=[CH:24][CH:23]=[CH:22][CH:21]=2)=[O:17])[CH2:9]1)(C)(C)C. (3) Given the product [F:6][C:7]1[CH:12]=[C:11]([CH2:13][C:1]#[N:2])[CH:10]=[CH:9][N:8]=1, predict the reactants needed to synthesize it. The reactants are: [CH3:1][N:2](C=O)C.[F:6][C:7]1[CH:12]=[C:11]([CH2:13]OS(C)(=O)=O)[CH:10]=[CH:9][N:8]=1.[C-]#N.[Na+].